This data is from Full USPTO retrosynthesis dataset with 1.9M reactions from patents (1976-2016). The task is: Predict the reactants needed to synthesize the given product. (1) Given the product [Br:1][C:2]1[CH:7]=[CH:6][C:5]([S:11][CH3:10])=[CH:4][C:3]=1[F:9], predict the reactants needed to synthesize it. The reactants are: [Br:1][C:2]1[CH:7]=[CH:6][C:5](I)=[CH:4][C:3]=1[F:9].[CH3:10][S:11]SC.Cl.CCOCC. (2) Given the product [F:2][C:3]1[CH:4]=[C:5]([CH:27]=[CH:28][CH:29]=1)[CH2:6][C:7]1[C:11]2[C:12]([N:16]3[CH2:25][CH2:24][C:23]4[C:18](=[CH:19][CH:20]=[CH:21][CH:22]=4)[CH2:17]3)=[N:13][CH:14]=[CH:15][C:10]=2[NH:9][C:8]=1[CH3:26], predict the reactants needed to synthesize it. The reactants are: Cl.[F:2][C:3]1[CH:4]=[C:5]([CH:27]=[CH:28][CH:29]=1)[CH2:6][C:7]1[C:11]2[C:12]([N:16]3[CH2:25][CH2:24][C:23]4[C:18](=[CH:19][CH:20]=[CH:21][CH:22]=4)[CH2:17]3)=[N:13][CH:14]=[CH:15][C:10]=2[NH:9][C:8]=1[CH3:26].C(=O)(O)[O-].[Na+]. (3) Given the product [CH2:7]([O:6][CH2:5][C@H:2]([NH:1][C:23](=[O:24])[CH2:22][Cl:21])[CH2:3][OH:4])[C:8]1[CH:13]=[CH:12][CH:11]=[CH:10][CH:9]=1, predict the reactants needed to synthesize it. The reactants are: [NH2:1][C@@H:2]([CH2:5][O:6][CH2:7][C:8]1[CH:13]=[CH:12][CH:11]=[CH:10][CH:9]=1)[CH2:3][OH:4].C(N(CC)CC)C.[Cl:21][CH2:22][C:23](Cl)=[O:24]. (4) Given the product [Cl:1][C:2]1[CH:10]=[C:9]2[C:5]([C:6]([C:11]([O:13][CH3:14])=[O:12])=[CH:7][NH:8]2)=[CH:4][C:3]=1[C:24]1[CH:25]=[CH:26][C:27]([C:30]2([OH:34])[CH2:31][CH2:32][CH2:33]2)=[C:28]([O:38][CH3:37])[CH:29]=1, predict the reactants needed to synthesize it. The reactants are: [Cl:1][C:2]1[CH:10]=[C:9]2[C:5]([C:6]([C:11]([O:13][CH3:14])=[O:12])=[CH:7][NH:8]2)=[CH:4][C:3]=1B1OCC(C)(C)CO1.Br[C:24]1[CH:29]=[CH:28][C:27]([C:30]2([OH:34])[CH2:33][CH2:32][CH2:31]2)=[CH:26][C:25]=1OC.[C:37](=O)([O-])[O-:38].[K+].[K+].C1(C)C=CC=CC=1.